This data is from Full USPTO retrosynthesis dataset with 1.9M reactions from patents (1976-2016). The task is: Predict the reactants needed to synthesize the given product. (1) Given the product [OH:18][CH:19]1[CH2:22][N:21]([C:23]2[S:24][CH:25]=[C:26]([C:28](=[O:49])[N:29]([CH:46]([CH3:47])[CH3:48])[CH2:30][CH2:31][NH:32][C:33]([O:35][CH2:36][C:37]3[CH:42]=[CH:41][C:40]([N+:43]([O-:45])=[O:44])=[CH:39][CH:38]=3)=[O:34])[N:27]=2)[CH2:20]1, predict the reactants needed to synthesize it. The reactants are: [Si]([O:18][CH:19]1[CH2:22][N:21]([C:23]2[S:24][CH:25]=[C:26]([C:28](=[O:49])[N:29]([CH:46]([CH3:48])[CH3:47])[CH2:30][CH2:31][NH:32][C:33]([O:35][CH2:36][C:37]3[CH:42]=[CH:41][C:40]([N+:43]([O-:45])=[O:44])=[CH:39][CH:38]=3)=[O:34])[N:27]=2)[CH2:20]1)(C(C)(C)C)(C1C=CC=CC=1)C1C=CC=CC=1.C(O)(=O)C.[F-].C([N+](CCCC)(CCCC)CCCC)CCC. (2) Given the product [Cl:1][C:2]1[CH:3]=[C:4]([CH:8]=[CH:9][C:10]=1[O:11][CH3:12])[C:5]([NH:44][C:35]([CH3:37])([C:38]1[CH:43]=[CH:42][CH:41]=[CH:40][CH:39]=1)[CH3:36])=[O:7], predict the reactants needed to synthesize it. The reactants are: [Cl:1][C:2]1[CH:3]=[C:4]([CH:8]=[CH:9][C:10]=1[O:11][CH3:12])[C:5]([OH:7])=O.CCN=C=NCCCN(C)C.C1C=C2N=NN(O)C2=CC=1.O.[C:35]([NH2:44])([C:38]1[CH:43]=[CH:42][CH:41]=[CH:40][CH:39]=1)([CH3:37])[CH3:36]. (3) Given the product [C:36]([O:40][CH2:41][CH2:42][CH2:43][CH2:44][O:11][C:10]1[C:9]([C:12]([CH3:13])([CH3:14])[CH3:15])=[CH:8][C:7]([S:16][C:17]([S:20][C:21]2[CH:22]=[C:23]([C:32]([CH3:35])([CH3:34])[CH3:33])[C:24]([OH:31])=[C:25]([C:27]([CH3:30])([CH3:29])[CH3:28])[CH:26]=2)([CH3:18])[CH3:19])=[CH:6][C:5]=1[C:2]([CH3:1])([CH3:3])[CH3:4])(=[O:39])[CH:37]=[CH2:38], predict the reactants needed to synthesize it. The reactants are: [CH3:1][C:2]([C:5]1[CH:6]=[C:7]([S:16][C:17]([S:20][C:21]2[CH:26]=[C:25]([C:27]([CH3:30])([CH3:29])[CH3:28])[C:24]([OH:31])=[C:23]([C:32]([CH3:35])([CH3:34])[CH3:33])[CH:22]=2)([CH3:19])[CH3:18])[CH:8]=[C:9]([C:12]([CH3:15])([CH3:14])[CH3:13])[C:10]=1[OH:11])([CH3:4])[CH3:3].[C:36]([O:40][CH2:41][CH2:42][CH2:43][CH2:44]O)(=[O:39])[CH:37]=[CH2:38].C1(P(C2C=CC=CC=2)C2C=CC=CC=2)C=CC=CC=1.N(C(OCC)=O)=NC(OCC)=O.